Dataset: Forward reaction prediction with 1.9M reactions from USPTO patents (1976-2016). Task: Predict the product of the given reaction. (1) Given the reactants Br[C:2]1[C:10]2[N:9]3[CH2:11][CH2:12][CH2:13][NH:14][C:15](=[O:16])[C:8]3=[CH:7][C:6]=2[CH:5]=[C:4]([C:17]#[N:18])[CH:3]=1.[C:19]1(B(O)O)[CH:24]=[CH:23][CH:22]=[CH:21][CH:20]=1, predict the reaction product. The product is: [O:16]=[C:15]1[C:8]2=[CH:7][C:6]3[CH:5]=[C:4]([C:17]#[N:18])[CH:3]=[C:2]([C:19]4[CH:24]=[CH:23][CH:22]=[CH:21][CH:20]=4)[C:10]=3[N:9]2[CH2:11][CH2:12][CH2:13][NH:14]1. (2) Given the reactants [CH2:1]([N:8]1[CH2:13][C:12](=[O:14])[NH:11][C@H:10]([CH2:15][C:16]([O:18]CC2C=CC=CC=2)=[O:17])[C:9]1=[O:26])[C:2]1[CH:7]=[CH:6][CH:5]=[CH:4][CH:3]=1, predict the reaction product. The product is: [CH2:1]([N:8]1[CH2:13][C:12](=[O:14])[NH:11][C@H:10]([CH2:15][C:16]([OH:18])=[O:17])[C:9]1=[O:26])[C:2]1[CH:3]=[CH:4][CH:5]=[CH:6][CH:7]=1. (3) Given the reactants [OH:1][C:2]1[CH:9]=[CH:8][C:5]([C:6]#[N:7])=[CH:4][CH:3]=1.[Br:10][CH2:11][CH2:12]Br, predict the reaction product. The product is: [Br:10][CH2:11][CH2:12][O:1][C:2]1[CH:9]=[CH:8][C:5]([C:6]#[N:7])=[CH:4][CH:3]=1. (4) Given the reactants [C:1]([NH:4][CH2:5][C:6]([NH:8][C@@H:9]([CH3:36])[C@H:10]([O:19][C:20]1[CH:21]=[C:22]2[C:26](=[CH:27][CH:28]=1)[N:25]([C:29]1[CH:34]=[CH:33][C:32]([F:35])=[CH:31][CH:30]=1)[N:24]=[CH:23]2)[C:11]1[CH:16]=[CH:15][CH:14]=[C:13]([O:17][CH3:18])[CH:12]=1)=[O:7])(=[O:3])N, predict the reaction product. The product is: [F:35][C:32]1[CH:33]=[CH:34][C:29]([N:25]2[C:26]3[C:22](=[CH:21][C:20]([O:19][C@H:10]([C:11]4[CH:16]=[CH:15][CH:14]=[C:13]([O:17][CH3:18])[CH:12]=4)[C@@H:9]([N:8]4[C:6](=[O:7])[CH2:5][NH:4][C:1]4=[O:3])[CH3:36])=[CH:28][CH:27]=3)[CH:23]=[N:24]2)=[CH:30][CH:31]=1. (5) Given the reactants [Na].C(O[C:5](=O)[CH:6]([CH3:12])[C:7]([O:9]CC)=[O:8])C.[Br:14][C:15]1[CH:16]=[C:17]([C:20]([Br:23])=[CH:21][CH:22]=1)CBr.[OH-].[K+], predict the reaction product. The product is: [Br:14][C:15]1[CH:16]=[CH:17][C:20]([Br:23])=[CH:21][C:22]=1[CH2:5][CH:6]([CH3:12])[C:7]([OH:9])=[O:8].